From a dataset of Forward reaction prediction with 1.9M reactions from USPTO patents (1976-2016). Predict the product of the given reaction. (1) Given the reactants [C:1]([O:5][C:6]([NH:8][C@H:9]([C:13]([O:16][CH3:17])([CH3:15])[CH3:14])[C:10]([OH:12])=O)=[O:7])([CH3:4])([CH3:3])[CH3:2].CCN(CC)CC.ClC(OCC)=O.[F:31][C:32]1[CH:41]=[CH:40][C:39]([F:42])=[CH:38][C:33]=1[C:34](=[NH:37])[NH:35][NH2:36], predict the reaction product. The product is: [F:31][C:32]1[CH:41]=[CH:40][C:39]([F:42])=[CH:38][C:33]=1[C:34](=[NH:37])[NH:35][NH:36][C:10](=[O:12])[C@H:9]([NH:8][C:6](=[O:7])[O:5][C:1]([CH3:2])([CH3:3])[CH3:4])[C:13]([O:16][CH3:17])([CH3:15])[CH3:14]. (2) Given the reactants C[O:2][C:3]([C:5]1[CH:10]=[N:9][C:8]([O:11][CH2:12][C:13]2[C:14]([C:19]3[CH:24]=[CH:23][CH:22]=[CH:21][CH:20]=3)=[N:15][O:16][C:17]=2[CH3:18])=[CH:7][N:6]=1)=[O:4].[OH-].[Na+].C(=O)([O-])[O-].[Na+].[Na+], predict the reaction product. The product is: [CH3:18][C:17]1[O:16][N:15]=[C:14]([C:19]2[CH:20]=[CH:21][CH:22]=[CH:23][CH:24]=2)[C:13]=1[CH2:12][O:11][C:8]1[N:9]=[CH:10][C:5]([C:3]([OH:4])=[O:2])=[N:6][CH:7]=1. (3) Given the reactants C1(CS([C:11]2[N:16]=[C:15]([NH:17][C:18]3[S:19][C:20]4[C:25]([N:26]=3)=[CH:24][CH:23]=[CH:22][N:21]=4)[CH:14]=[C:13]([CH2:27][N:28]3[CH2:33][CH2:32][CH2:31][CH2:30][CH2:29]3)[N:12]=2)(=O)=O)C=CC=CC=1.[NH2:34][C:35]1[CH:40]=[CH:39][C:38]([CH2:41][CH2:42][C:43]([OH:45])=[O:44])=[CH:37][CH:36]=1, predict the reaction product. The product is: [N:28]1([CH2:27][C:13]2[CH:14]=[C:15]([NH:17][C:18]3[S:19][C:20]4[C:25]([N:26]=3)=[CH:24][CH:23]=[CH:22][N:21]=4)[N:16]=[C:11]([NH:34][C:35]3[CH:36]=[CH:37][C:38]([CH2:41][CH2:42][C:43]([OH:45])=[O:44])=[CH:39][CH:40]=3)[N:12]=2)[CH2:33][CH2:32][CH2:31][CH2:30][CH2:29]1. (4) Given the reactants [CH3:1][O:2][C:3]1[CH:4]=[C:5]([C:13]2[CH:17]=[C:16]([CH:18]=O)[NH:15][N:14]=2)[CH:6]=[C:7]([O:11][CH3:12])[C:8]=1[O:9][CH3:10].[Cl:20][C:21]1[CH:22]=[C:23]([NH2:28])[C:24]([NH2:27])=[CH:25][CH:26]=1, predict the reaction product. The product is: [Cl:20][C:21]1[CH:26]=[CH:25][C:24]2[NH:27][C:18]([C:16]3[NH:15][N:14]=[C:13]([C:5]4[CH:6]=[C:7]([O:11][CH3:12])[C:8]([O:9][CH3:10])=[C:3]([O:2][CH3:1])[CH:4]=4)[CH:17]=3)=[N:28][C:23]=2[CH:22]=1. (5) Given the reactants Br[C:2]1[CH:3]=[C:4]2[N:10]([C:11]3[C:20]4[C:15](=[CH:16][C:17]([F:21])=[CH:18][CH:19]=4)[N:14]=[C:13]([C:22]4[NH:27][C:26](=[O:28])[CH:25]=[CH:24][CH:23]=4)[C:12]=3[CH3:29])[CH2:9][C:8]([CH3:31])([CH3:30])[C:5]2=[N:6][CH:7]=1.[NH:32]1[CH2:37][CH2:36][O:35][CH2:34][CH2:33]1.C1(P(C2CCCCC2)C2(C(C)C)CC(C(C)C)=CC(C(C)C)=C2C2C=CC=CC=2)CCCCC1.CC(C)([O-])C.[Na+], predict the reaction product. The product is: [CH3:30][C:8]1([CH3:31])[C:5]2=[N:6][CH:7]=[C:2]([N:32]3[CH2:37][CH2:36][O:35][CH2:34][CH2:33]3)[CH:3]=[C:4]2[N:10]([C:11]2[C:20]3[C:15](=[CH:16][C:17]([F:21])=[CH:18][CH:19]=3)[N:14]=[C:13]([C:22]3[NH:27][C:26](=[O:28])[CH:25]=[CH:24][CH:23]=3)[C:12]=2[CH3:29])[CH2:9]1. (6) Given the reactants [CH2:1]([Sn:5]([CH2:18][CH2:19][CH2:20][CH3:21])([CH2:14][CH2:15][CH2:16][CH3:17])[C:6]#[C:7][C:8]1[CH:13]=[CH:12][CH:11]=[CH:10][CH:9]=1)[CH2:2][CH2:3][CH3:4].[F:22][C:23]([F:39])([F:38])[C:24]1[CH:25]=[C:26]([CH:31]=[C:32]([C:34]([F:37])([F:36])[F:35])[CH:33]=1)[CH2:27][N:28]=[N+:29]=[N-:30], predict the reaction product. The product is: [F:22][C:23]([F:38])([F:39])[C:24]1[CH:25]=[C:26]([CH:31]=[C:32]([C:34]([F:37])([F:35])[F:36])[CH:33]=1)[CH2:27][N:28]1[C:7]([C:8]2[CH:9]=[CH:10][CH:11]=[CH:12][CH:13]=2)=[C:6]([Sn:5]([CH2:1][CH2:2][CH2:3][CH3:4])([CH2:14][CH2:15][CH2:16][CH3:17])[CH2:18][CH2:19][CH2:20][CH3:21])[N:30]=[N:29]1.